This data is from Reaction yield outcomes from USPTO patents with 853,638 reactions. The task is: Predict the reaction yield, written as a fraction of the theoretical maximum amount of product (1.0 means a 100% yield; for example, 0.34 means a 34% yield). (1) The reactants are [Cl:1][C:2]1[CH:3]=[CH:4][C:5]2[N:6]([C:8]([CH:11]([C:13]3[C:14]([F:24])=[C:15]4[C:19](=[CH:20][C:21]=3[F:22])[N:18]([CH3:23])[N:17]=[CH:16]4)O)=[CH:9][N:10]=2)[N:7]=1.II.[PH2](=O)O.ClC1C=CC2N(C(C(C3C(F)=C4C(=CC=3F)N(C)N=C4)C)=CN=2)N=1. No catalyst specified. The product is [Cl:1][C:2]1[CH:3]=[CH:4][C:5]2[N:6]([C:8]([CH2:11][C:13]3[C:14]([F:24])=[C:15]4[C:19](=[CH:20][C:21]=3[F:22])[N:18]([CH3:23])[N:17]=[CH:16]4)=[CH:9][N:10]=2)[N:7]=1. The yield is 0.780. (2) The reactants are [CH:1]1([C@H:4]2[C@H:13]([CH3:14])[C@@H:12]([NH:15][C:16]3[CH:21]=[CH:20][CH:19]=[C:18]([CH3:22])[N:17]=3)[C:11]3[C:6](=[C:7]([OH:29])[N:8]=[C:9]([N:23]4[CH2:28][CH2:27][O:26][CH2:25][CH2:24]4)[CH:10]=3)[N:5]2[C:30](=[O:32])[CH3:31])[CH2:3][CH2:2]1.C(N(CC)CC)C.ClC1C=CC(N([S:48]([C:51]([F:54])([F:53])[F:52])(=[O:50])=[O:49])[S:48]([C:51]([F:54])([F:53])[F:52])(=[O:50])=[O:49])=NC=1. The catalyst is C(Cl)Cl.CN(C1C=CN=CC=1)C. The product is [F:52][C:51]([F:54])([F:53])[S:48]([O:29][C:7]1[N:8]=[C:9]([N:23]2[CH2:24][CH2:25][O:26][CH2:27][CH2:28]2)[CH:10]=[C:11]2[C:6]=1[N:5]([C:30](=[O:32])[CH3:31])[CH:4]([CH:1]1[CH2:3][CH2:2]1)[CH:13]([CH3:14])[CH:12]2[NH:15][C:16]1[CH:21]=[CH:20][CH:19]=[C:18]([CH3:22])[N:17]=1)(=[O:50])=[O:49]. The yield is 0.480. (3) The reactants are [Br:1][C:2]1[CH:3]=[C:4]([CH:9]=[CH:10][C:11]=1[OH:12])[C:5]([O:7][CH3:8])=[O:6].C(=O)([O-])[O-].[K+].[K+].[CH2:19](Br)[C:20]1[CH:25]=[CH:24][CH:23]=[CH:22][CH:21]=1. The catalyst is C(#N)C. The product is [CH2:19]([O:12][C:11]1[CH:10]=[CH:9][C:4]([C:5]([O:7][CH3:8])=[O:6])=[CH:3][C:2]=1[Br:1])[C:20]1[CH:25]=[CH:24][CH:23]=[CH:22][CH:21]=1. The yield is 0.750. (4) The reactants are I[C:2]1[CH:3]=[C:4]([N+:11]([O-:13])=[O:12])[C:5]([NH2:10])=[N:6][C:7]=1[O:8][CH3:9].[CH3:14]B1OB(C)OB(C)O1.C(=O)([O-])[O-].[Cs+].[Cs+].CN(C)C=O. The catalyst is C(OCC)(=O)C.O.C1C=CC([P]([Pd]([P](C2C=CC=CC=2)(C2C=CC=CC=2)C2C=CC=CC=2)([P](C2C=CC=CC=2)(C2C=CC=CC=2)C2C=CC=CC=2)[P](C2C=CC=CC=2)(C2C=CC=CC=2)C2C=CC=CC=2)(C2C=CC=CC=2)C2C=CC=CC=2)=CC=1. The product is [CH3:9][O:8][C:7]1[N:6]=[C:5]([NH2:10])[C:4]([N+:11]([O-:13])=[O:12])=[CH:3][C:2]=1[CH3:14]. The yield is 0.548. (5) The reactants are [Cl:1][C:2]1[CH:3]=[C:4]([CH:13]=[CH:14][CH:15]=1)[CH2:5][C:6]1[S:10][C:9]([CH:11]=O)=[CH:8][CH:7]=1.C(OCC)(=O)C.CO.[NH3:24].CO. The catalyst is [Ni]. The product is [Cl:1][C:2]1[CH:3]=[C:4]([CH:13]=[CH:14][CH:15]=1)[CH2:5][C:6]1[S:10][C:9]([CH2:11][NH2:24])=[CH:8][CH:7]=1. The yield is 0.614.